This data is from Forward reaction prediction with 1.9M reactions from USPTO patents (1976-2016). The task is: Predict the product of the given reaction. (1) Given the reactants [Cl:1][C:2]1[CH:3]=[N:4][CH:5]=[C:6]([C:8]#[CH:9])[CH:7]=1.[F:10][C:11]1[CH:16]=[CH:15][C:14](I)=[CH:13][C:12]=1[F:18].C(N(CC)CC)C, predict the reaction product. The product is: [Cl:1][C:2]1[CH:3]=[N:4][CH:5]=[C:6]([C:8]#[C:9][C:14]2[CH:15]=[CH:16][C:11]([F:10])=[C:12]([F:18])[CH:13]=2)[CH:7]=1. (2) The product is: [N:27]1([O:26][C:24]2[C:25]3[C:17]([Br:16])=[C:18]([CH2:38][CH3:39])[N:19]([C:9]([O:11][C:12]([CH3:13])([CH3:14])[CH3:15])=[O:10])[C:20]=3[N:21]=[C:22]([S:36][CH3:37])[N:23]=2)[C:31]2[CH:32]=[CH:33][CH:34]=[CH:35][C:30]=2[N:29]=[N:28]1. Given the reactants [C:9](O[C:9]([O:11][C:12]([CH3:15])([CH3:14])[CH3:13])=[O:10])([O:11][C:12]([CH3:15])([CH3:14])[CH3:13])=[O:10].[Br:16][C:17]1[C:25]2[C:24]([O:26][N:27]3[C:31]4[CH:32]=[CH:33][CH:34]=[CH:35][C:30]=4[N:29]=[N:28]3)=[N:23][C:22]([S:36][CH3:37])=[N:21][C:20]=2[NH:19][C:18]=1[CH2:38][CH3:39].CCN(CC)CC.O, predict the reaction product. (3) Given the reactants N[C:2]1[N:7]=[C:6]2[CH2:8][CH2:9][CH2:10][C:5]2=[C:4]([C:11]2[CH:16]=[CH:15][CH:14]=[CH:13][CH:12]=2)[C:3]=1[C:17]#[N:18].N(OCCC(C)C)=O.[ClH:27], predict the reaction product. The product is: [Cl:27][C:2]1[N:7]=[C:6]2[CH2:8][CH2:9][CH2:10][C:5]2=[C:4]([C:11]2[CH:16]=[CH:15][CH:14]=[CH:13][CH:12]=2)[C:3]=1[C:17]#[N:18]. (4) Given the reactants C(OC(=O)C)(=O)C.[CH3:8][C:9](=[CH:15][CH2:16][CH2:17][CH:18]([CH3:21])[CH:19]=[CH2:20])[CH2:10][CH2:11][CH:12]=[N:13]O, predict the reaction product. The product is: [CH3:8][C:9](=[CH:15][CH2:16][CH2:17][CH:18]([CH3:21])[CH:19]=[CH2:20])[CH2:10][CH2:11][C:12]#[N:13]. (5) Given the reactants F[C:2]1[C:11]([N+:12]([O-:14])=[O:13])=[CH:10][C:5]([C:6]([O:8][CH3:9])=[O:7])=[C:4]([CH3:15])[CH:3]=1.FC1C=CC(C(OC)=O)=C(C)C=1[N+]([O-])=O.[CH:31]1([C:36]2[NH:37][CH:38]=[CH:39][N:40]=2)[CH2:35][CH2:34][CH2:33][CH2:32]1.C(#N)C, predict the reaction product. The product is: [CH:31]1([C:36]2[N:37]([C:2]3[C:11]([N+:12]([O-:14])=[O:13])=[CH:10][C:5]([C:6]([O:8][CH3:9])=[O:7])=[C:4]([CH3:15])[CH:3]=3)[CH:38]=[CH:39][N:40]=2)[CH2:35][CH2:34][CH2:33][CH2:32]1.